Dataset: Reaction yield outcomes from USPTO patents with 853,638 reactions. Task: Predict the reaction yield, written as a fraction of the theoretical maximum amount of product (1.0 means a 100% yield; for example, 0.34 means a 34% yield). (1) The reactants are Cl.Cl.[CH2:3]([N:10]1[CH2:17][CH:16]2[O:18][CH:12]([CH2:13][NH:14][CH2:15]2)[CH2:11]1)[C:4]1[CH:9]=[CH:8][CH:7]=[CH:6][CH:5]=1.[C:19]([NH:23][C:24](=[O:29])[O:25][CH2:26][CH2:27]Br)([CH3:22])([CH3:21])[CH3:20].C([O-])([O-])=O.[K+].[K+]. The catalyst is C(#N)C. The product is [CH2:3]([N:10]1[CH2:17][CH:16]2[O:18][CH:12]([CH2:13][N:14]([CH2:27][CH2:26][O:25][C:24](=[O:29])[NH:23][C:19]([CH3:22])([CH3:21])[CH3:20])[CH2:15]2)[CH2:11]1)[C:4]1[CH:5]=[CH:6][CH:7]=[CH:8][CH:9]=1. The yield is 0.430. (2) The reactants are I[C:2]1[CH:14]=[CH:13][C:5]2[C:6](=[O:12])[CH2:7][CH2:8][C:9](=[O:11])[NH:10][C:4]=2[CH:3]=1.CCOC(C)=O.O.[CH3:22][N:23](C=O)C. The catalyst is [C-]#N.[C-]#N.[Zn+2].C1C=CC([P]([Pd]([P](C2C=CC=CC=2)(C2C=CC=CC=2)C2C=CC=CC=2)([P](C2C=CC=CC=2)(C2C=CC=CC=2)C2C=CC=CC=2)[P](C2C=CC=CC=2)(C2C=CC=CC=2)C2C=CC=CC=2)(C2C=CC=CC=2)C2C=CC=CC=2)=CC=1. The product is [C:22]([C:2]1[CH:14]=[CH:13][C:5]2[C:6](=[O:12])[CH2:7][CH2:8][C:9](=[O:11])[NH:10][C:4]=2[CH:3]=1)#[N:23]. The yield is 0.700.